This data is from Catalyst prediction with 721,799 reactions and 888 catalyst types from USPTO. The task is: Predict which catalyst facilitates the given reaction. (1) Reactant: [NH2:1][C:2]1[C:10]2[N:9]=[C:8]([CH3:11])[NH:7][C:6]=2[CH:5]=[CH:4][C:3]=1[O:12][C:13]1[CH:18]=[CH:17][C:16]([CH2:19][C:20]([O:22][CH3:23])=[O:21])=[CH:15][C:14]=1[Cl:24].[Cl:25][C:26]1[CH:31]=[C:30]([Cl:32])[CH:29]=[CH:28][C:27]=1[S:33](Cl)(=[O:35])=[O:34]. Product: [Cl:24][C:14]1[CH:15]=[C:16]([CH2:19][C:20]([O:22][CH3:23])=[O:21])[CH:17]=[CH:18][C:13]=1[O:12][C:3]1[CH:4]=[CH:5][C:6]2[N:7]([S:33]([C:27]3[CH:28]=[CH:29][C:30]([Cl:32])=[CH:31][C:26]=3[Cl:25])(=[O:35])=[O:34])[C:8]([CH3:11])=[N:9][C:10]=2[C:2]=1[NH:1][S:33]([C:27]1[CH:28]=[CH:29][C:30]([Cl:32])=[CH:31][C:26]=1[Cl:25])(=[O:35])=[O:34]. The catalyst class is: 17. (2) Product: [C:1]([CH2:3][CH:4]1[CH2:5][CH2:6][N:7]([C:10]([O:12][C:13]([CH3:16])([CH3:15])[CH3:14])=[O:11])[CH2:8][CH2:9]1)#[N:2]. Reactant: [C:1]([CH:3]=[C:4]1[CH2:9][CH2:8][N:7]([C:10]([O:12][C:13]([CH3:16])([CH3:15])[CH3:14])=[O:11])[CH2:6][CH2:5]1)#[N:2]. The catalyst class is: 78.